Dataset: Full USPTO retrosynthesis dataset with 1.9M reactions from patents (1976-2016). Task: Predict the reactants needed to synthesize the given product. (1) Given the product [CH3:36][C:30]([C:2]1[CH:7]=[CH:6][CH:5]=[C:4]([F:8])[C:3]=1[F:9])([CH2:35][CH3:34])[C:31]#[N:15].[CH3:36][C:30]([C:3]1[C:4]([F:8])=[CH:5][CH:6]=[CH:7][C:2]=1[F:1])([CH2:35][CH3:34])[C:31]#[N:15], predict the reactants needed to synthesize it. The reactants are: [F:1][C:2]1[CH:7]=[CH:6][CH:5]=[C:4]([F:8])[C:3]=1[F:9].[K].C[Si]([N-:15][Si](C)(C)C)(C)C.CCOCC.OS(O)(=O)=O.[C:30]1([CH3:36])[CH:35]=[CH:34]C=C[CH:31]=1. (2) Given the product [NH2:24][C:25]([CH:27]1[N:32]([CH2:19][C:16]2[CH:17]=[C:18]3[C:13](=[CH:14][C:15]=2[O:21][CH3:22])[N:12]=[CH:11][N:10]=[C:9]3[NH:8][C:4]2[CH:5]=[CH:6][CH:7]=[C:2]([Cl:1])[C:3]=2[F:23])[CH2:31][CH2:30][N:29]([C:33]([O:35][C:36]([CH3:39])([CH3:38])[CH3:37])=[O:34])[CH2:28]1)=[O:26], predict the reactants needed to synthesize it. The reactants are: [Cl:1][C:2]1[C:3]([F:23])=[C:4]([NH:8][C:9]2[C:18]3[C:13](=[CH:14][C:15]([O:21][CH3:22])=[C:16]([CH:19]=O)[CH:17]=3)[N:12]=[CH:11][N:10]=2)[CH:5]=[CH:6][CH:7]=1.[NH2:24][C:25]([CH:27]1[NH:32][CH2:31][CH2:30][N:29]([C:33]([O:35][C:36]([CH3:39])([CH3:38])[CH3:37])=[O:34])[CH2:28]1)=[O:26].